This data is from Full USPTO retrosynthesis dataset with 1.9M reactions from patents (1976-2016). The task is: Predict the reactants needed to synthesize the given product. (1) Given the product [O:28]1[CH2:32][CH2:31][O:30][CH:29]1[C:33]1[O:37][C:36]([C:2]2[N:27]=[CH:26][C:5]3[N:6]=[CH:7][N:8]=[C:9]([NH:10][C:11]4[CH:16]=[CH:15][C:14]([O:17][CH2:18][C:19]5[CH:24]=[CH:23][C:22]([F:25])=[CH:21][CH:20]=5)=[CH:13][CH:12]=4)[C:4]=3[CH:3]=2)=[CH:35][CH:34]=1, predict the reactants needed to synthesize it. The reactants are: Cl[C:2]1[N:27]=[CH:26][C:5]2[N:6]=[CH:7][N:8]=[C:9]([NH:10][C:11]3[CH:16]=[CH:15][C:14]([O:17][CH2:18][C:19]4[CH:24]=[CH:23][C:22]([F:25])=[CH:21][CH:20]=4)=[CH:13][CH:12]=3)[C:4]=2[CH:3]=1.[O:28]1[CH2:32][CH2:31][O:30][CH:29]1[C:33]1[O:37][C:36]([Sn](CCCC)(CCCC)CCCC)=[CH:35][CH:34]=1. (2) The reactants are: [NH2:1][C:2]1[CH:7]=[CH:6][C:5]([C:8]#[C:9][C:10]2[N:11]([CH2:23][CH3:24])[C:12]3[C:17]([C:18]=2[C:19]#[N:20])=[CH:16][CH:15]=[C:14]([O:21][CH3:22])[CH:13]=3)=[CH:4][CH:3]=1.[Cl:25][CH2:26][CH2:27][N:28]=[C:29]=[O:30]. Given the product [Cl:25][CH2:26][CH2:27][NH:28][C:29]([NH:1][C:2]1[CH:7]=[CH:6][C:5]([C:8]#[C:9][C:10]2[N:11]([CH2:23][CH3:24])[C:12]3[C:17]([C:18]=2[C:19]#[N:20])=[CH:16][CH:15]=[C:14]([O:21][CH3:22])[CH:13]=3)=[CH:4][CH:3]=1)=[O:30], predict the reactants needed to synthesize it.